Dataset: Reaction yield outcomes from USPTO patents with 853,638 reactions. Task: Predict the reaction yield, written as a fraction of the theoretical maximum amount of product (1.0 means a 100% yield; for example, 0.34 means a 34% yield). (1) The reactants are [N:1]1[NH:2][N:3]=[N:4][C:5]=1[C:6]1[NH:7][C:8]2[C:13]([C:14]=1[C:15]1[CH:22]=[CH:21][C:18]([CH:19]=[O:20])=[CH:17][CH:16]=1)=[CH:12][CH:11]=[CH:10][CH:9]=2.IC.[C:25](=O)([O-])[O-].[K+].[K+]. The catalyst is C(#N)C. The product is [CH3:25][N:3]1[N:2]=[N:1][C:5]([C:6]2[NH:7][C:8]3[C:13]([C:14]=2[C:15]2[CH:22]=[CH:21][C:18]([CH:19]=[O:20])=[CH:17][CH:16]=2)=[CH:12][CH:11]=[CH:10][CH:9]=3)=[N:4]1.[CH3:25][N:4]1[C:5]([C:6]2[NH:7][C:8]3[C:13]([C:14]=2[C:15]2[CH:22]=[CH:21][C:18]([CH:19]=[O:20])=[CH:17][CH:16]=2)=[CH:12][CH:11]=[CH:10][CH:9]=3)=[N:1][NH:2][NH:3]1. The yield is 0.324. (2) The reactants are [C:1]([C:3]1[CH:8]=[CH:7][C:6]([CH2:9][C:10]([OH:12])=[O:11])=[CH:5][CH:4]=1)#[N:2].[CH2:13](O)[CH3:14]. The catalyst is Cl. The product is [C:1]([C:3]1[CH:4]=[CH:5][C:6]([CH2:9][C:10]([O:12][CH2:13][CH3:14])=[O:11])=[CH:7][CH:8]=1)#[N:2]. The yield is 0.890. (3) The reactants are [NH:1]([C:6]([O:8][C:9]([CH3:12])([CH3:11])[CH3:10])=[O:7])[CH2:2][C:3]([OH:5])=O.ON1C2C=CC=CC=2N=N1.Cl.CN(C)CCCN=C=NCC.[OH-].[Na+].Cl.[C:38]([NH:46][C@H:47]1[CH2:51][NH:50][C@H:49]([C:52]([O:54][CH3:55])=[O:53])[CH2:48]1)(=[O:45])[C:39]1[CH:44]=[CH:43][CH:42]=[CH:41][CH:40]=1. The catalyst is C1COCC1. The product is [CH3:55][O:54][C:52]([C@@H:49]1[CH2:48][C@@H:47]([NH:46][C:38](=[O:45])[C:39]2[CH:44]=[CH:43][CH:42]=[CH:41][CH:40]=2)[CH2:51][N:50]1[C:3](=[O:5])[CH2:2][NH:1][C:6]([O:8][C:9]([CH3:12])([CH3:11])[CH3:10])=[O:7])=[O:53]. The yield is 0.740. (4) The reactants are C([O:4][CH2:5]/[C:6](/[CH3:14])=[CH:7]/[C:8]1[CH:13]=[CH:12][CH:11]=[CH:10][CH:9]=1)C=C.[CH:15]1[CH:20]=CC=C[CH:16]=1. No catalyst specified. The product is [CH3:14][CH:6]([CH:7]([C:8]1[CH:9]=[CH:10][CH:11]=[CH:12][CH:13]=1)[C:15]([CH3:20])=[CH2:16])[CH:5]=[O:4]. The yield is 0.800. (5) The reactants are [C:1]([O:5][C:6]([NH:8][C@@H:9]([CH3:22])[C:10]([NH:12][N:13]1[CH:17]=[CH:16][CH:15]=[C:14]1[C:18]([O:20]C)=O)=[O:11])=[O:7])([CH3:4])([CH3:3])[CH3:2].[CH3:23][N:24]1[CH:28]=[CH:27][C:26]([NH2:29])=[N:25]1. No catalyst specified. The product is [CH3:23][N:24]1[CH:28]=[CH:27][C:26]([NH:29][C:18]([C:14]2[N:13]([NH:12][C:10](=[O:11])[CH:9]([NH:8][C:6](=[O:7])[O:5][C:1]([CH3:2])([CH3:3])[CH3:4])[CH3:22])[CH:17]=[CH:16][CH:15]=2)=[O:20])=[N:25]1. The yield is 0.360.